From a dataset of Forward reaction prediction with 1.9M reactions from USPTO patents (1976-2016). Predict the product of the given reaction. (1) Given the reactants [Cl:1][C:2]1[CH:3]=[C:4]2[C:9](=[CH:10][C:11]=1[O:12][C:13]1[CH:21]=[CH:20][C:16]([C:17](O)=[O:18])=[CH:15][CH:14]=1)[O:8][CH2:7][CH2:6][CH:5]2[C:22]([O:24][CH2:25][CH3:26])=[O:23].C(Cl)(=O)C(Cl)=O.[CH3:33][O:34][C:35]1[CH:40]=[C:39]([C:41]([F:44])([F:43])[F:42])[CH:38]=[CH:37][C:36]=1[CH2:45][CH2:46][NH2:47].CCN(C(C)C)C(C)C, predict the reaction product. The product is: [Cl:1][C:2]1[CH:3]=[C:4]2[C:9](=[CH:10][C:11]=1[O:12][C:13]1[CH:21]=[CH:20][C:16]([C:17](=[O:18])[NH:47][CH2:46][CH2:45][C:36]3[CH:37]=[CH:38][C:39]([C:41]([F:43])([F:44])[F:42])=[CH:40][C:35]=3[O:34][CH3:33])=[CH:15][CH:14]=1)[O:8][CH2:7][CH2:6][CH:5]2[C:22]([O:24][CH2:25][CH3:26])=[O:23]. (2) Given the reactants [Cl:1][C:2]1[CH:7]=[CH:6][C:5]([C:8]2[C:9]([C:14]([OH:16])=O)=[N:10][CH:11]=[CH:12][N:13]=2)=[CH:4][CH:3]=1.Cl.[CH3:18][NH:19][O:20][CH3:21], predict the reaction product. The product is: [Cl:1][C:2]1[CH:3]=[CH:4][C:5]([C:8]2[C:9]([C:14]([N:19]([O:20][CH3:21])[CH3:18])=[O:16])=[N:10][CH:11]=[CH:12][N:13]=2)=[CH:6][CH:7]=1. (3) Given the reactants [F:1][C:2]([F:7])([F:6])[C:3]([OH:5])=[O:4].[F:8][C:9]1[CH:14]=[CH:13][C:12]([N:15]2[C:23]3[C:18](=[C:19]([CH2:24][CH2:25][CH:26]([NH:28]C(=O)OC(C)(C)C)[CH3:27])[CH:20]=[CH:21][CH:22]=3)[CH:17]=[N:16]2)=[CH:11][CH:10]=1, predict the reaction product. The product is: [F:1][C:2]([F:7])([F:6])[C:3]([OH:5])=[O:4].[F:8][C:9]1[CH:10]=[CH:11][C:12]([N:15]2[C:23]3[C:18](=[C:19]([CH2:24][CH2:25][CH:26]([NH2:28])[CH3:27])[CH:20]=[CH:21][CH:22]=3)[CH:17]=[N:16]2)=[CH:13][CH:14]=1. (4) Given the reactants O=[C:2]1[NH:7][C:6]([NH:8][C@H:9]([C:11]2[CH:16]=[CH:15][CH:14]=[CH:13][CH:12]=2)[CH3:10])=[N:5][CH:4]=[C:3]1[C:17]#[N:18].P(Cl)(Cl)([Cl:21])=O, predict the reaction product. The product is: [Cl:21][C:2]1[C:3]([C:17]#[N:18])=[CH:4][N:5]=[C:6]([NH:8][C@H:9]([C:11]2[CH:16]=[CH:15][CH:14]=[CH:13][CH:12]=2)[CH3:10])[N:7]=1.